Predict the reactants needed to synthesize the given product. From a dataset of Full USPTO retrosynthesis dataset with 1.9M reactions from patents (1976-2016). (1) Given the product [CH2:22]([N:29]1[CH2:34][CH2:33][C:32]2([C:42]3[C:37](=[CH:38][CH:39]=[CH:40][C:41]=3[CH2:43][NH:44][CH:57]([CH3:59])[CH3:56])[N:36]([C:45]3[C:46]4[CH:53]([CH2:2][CH3:3])[CH2:52][CH2:51][C:47]=4[N:48]=[CH:49][N:50]=3)[CH2:35]2)[CH2:31][CH2:30]1)[C:23]1[CH:28]=[CH:27][CH:26]=[CH:25][CH:24]=1, predict the reactants needed to synthesize it. The reactants are: F[C:2](F)(F)[C:3](O)=O.FC(F)(F)C(O)=O.FC(F)(F)C(O)=O.[CH2:22]([N:29]1[CH2:34][CH2:33][C:32]2([C:42]3[C:37](=[CH:38][CH:39]=[CH:40][C:41]=3[CH2:43][NH2:44])[N:36]([C:45]3[C:46]4[CH:53](CC)[CH2:52][CH2:51][C:47]=4[N:48]=[CH:49][N:50]=3)[CH2:35]2)[CH2:31][CH2:30]1)[C:23]1[CH:28]=[CH:27][CH:26]=[CH:25][CH:24]=1.[CH3:56][C:57]([CH3:59])=O.[BH-](OC(C)=O)(OC(C)=O)OC(C)=O.[Na+].C(N)(C)C. (2) Given the product [Cl:1][C:2]1[CH:3]=[CH:4][C:5]2[O:9][C:8]([CH:10]([NH:15][C:16]3[CH:24]=[CH:23][C:19]([C:62]([N:61]([CH3:64])[CH2:60][CH2:30][C:31]([O:33][CH2:34][CH3:35])=[O:32])=[O:63])=[CH:18][CH:17]=3)[CH2:11][CH:12]([CH3:13])[CH3:14])=[C:7]([CH3:25])[C:6]=2[CH:26]=1, predict the reactants needed to synthesize it. The reactants are: [Cl:1][C:2]1[CH:3]=[CH:4][C:5]2[O:9][C:8]([CH:10]([NH:15][C:16]3[CH:24]=[CH:23][C:19](C(O)=O)=[CH:18][CH:17]=3)[CH2:11][CH:12]([CH3:14])[CH3:13])=[C:7]([CH3:25])[C:6]=2[CH:26]=1.CNC[CH2:30][C:31]([O:33][CH2:34][CH3:35])=[O:32].O.ON1C2C=CC=CC=2N=N1.Cl.C(N=C=NCCCN(C)C)C.Cl.[CH3:60][N:61]([CH3:64])[CH:62]=[O:63]. (3) Given the product [CH3:15][C:4]1[CH:5]=[C:6]([O:8][CH2:9][CH:10]2[CH2:14][CH2:13][CH2:12][O:11]2)[CH:7]=[C:2]([CH3:1])[C:3]=1[C:16]1[CH:24]=[CH:23][C:22]([F:25])=[C:21]2[C:17]=1[CH2:18][CH2:19][C@H:20]2[O:26][C:27]1[CH:40]=[CH:39][C:30]2[C@H:31]([CH2:34][C:35]([OH:37])=[O:36])[CH2:32][O:33][C:29]=2[CH:28]=1, predict the reactants needed to synthesize it. The reactants are: [CH3:1][C:2]1[CH:7]=[C:6]([O:8][CH2:9][CH:10]2[CH2:14][CH2:13][CH2:12][O:11]2)[CH:5]=[C:4]([CH3:15])[C:3]=1[C:16]1[CH:24]=[CH:23][C:22]([F:25])=[C:21]2[C:17]=1[CH2:18][CH2:19][C@H:20]2[O:26][C:27]1[CH:40]=[CH:39][C:30]2[C@H:31]([CH2:34][C:35]([O:37]C)=[O:36])[CH2:32][O:33][C:29]=2[CH:28]=1. (4) The reactants are: [NH2:1][C:2]1[C:3]([C:25]#[N:26])=[C:4]([C:16]2[CH:21]=[C:20]([F:22])[CH:19]=[CH:18][C:17]=2[O:23][CH3:24])[C:5]2[C:10](=[O:11])[N:9]([CH3:12])[C:8](=[O:13])[N:7]([CH3:14])[C:6]=2[N:15]=1.Br[CH2:28][C:29]1[CH:38]=[CH:37][C:36]2[C:31](=[CH:32][CH:33]=[CH:34][CH:35]=2)[CH:30]=1. Given the product [NH2:26][CH2:25][C:3]1[C:2]([NH:1][CH2:28][C:29]2[CH:38]=[CH:37][C:36]3[C:31](=[CH:32][CH:33]=[CH:34][CH:35]=3)[CH:30]=2)=[N:15][C:6]2[N:7]([CH3:14])[C:8](=[O:13])[N:9]([CH3:12])[C:10](=[O:11])[C:5]=2[C:4]=1[C:16]1[CH:21]=[C:20]([F:22])[CH:19]=[CH:18][C:17]=1[O:23][CH3:24], predict the reactants needed to synthesize it. (5) Given the product [C:26]([CH:35]([C:31]1[O:30][CH:34]=[CH:33][CH:32]=1)[N:16]1[CH2:15][CH2:14][N:13]([C:10]2[CH:11]=[CH:12][C:7]([NH:6][C:4](=[O:5])[CH:3]([CH2:1][CH3:2])[CH2:20][CH3:21])=[CH:8][C:9]=2[F:19])[CH2:18][CH2:17]1)#[N:27], predict the reactants needed to synthesize it. The reactants are: [CH2:1]([CH:3]([CH2:20][CH3:21])[C:4]([NH:6][C:7]1[CH:12]=[CH:11][C:10]([N:13]2[CH2:18][CH2:17][NH:16][CH2:15][CH2:14]2)=[C:9]([F:19])[CH:8]=1)=[O:5])[CH3:2].[Si]([C:26]#[N:27])(C)(C)C.II.[O:30]1[CH:34]=[CH:33][CH:32]=[C:31]1[CH:35]=O. (6) Given the product [NH:13]([CH2:14][CH2:15][NH:16][C:4](=[O:9])[C:5]([F:6])([F:7])[F:8])[CH2:12][CH2:11][NH:10][C:4](=[O:9])[C:5]([F:8])([F:7])[F:6], predict the reactants needed to synthesize it. The reactants are: C(O[C:4](=[O:9])[C:5]([F:8])([F:7])[F:6])C.[NH2:10][CH2:11][CH2:12][NH:13][CH2:14][CH2:15][NH2:16].